This data is from Reaction yield outcomes from USPTO patents with 853,638 reactions. The task is: Predict the reaction yield, written as a fraction of the theoretical maximum amount of product (1.0 means a 100% yield; for example, 0.34 means a 34% yield). (1) The reactants are [C:1]([O:5][C:6]([N:8]([C:50]([O:52][C:53]([CH3:56])([CH3:55])[CH3:54])=[O:51])[C:9]1[C:18]2[C:13](=[CH:14][C:15]([NH:19][CH:20]([C:24]3[CH:29]=[CH:28][C:27]([CH2:30][CH2:31][N:32]([CH3:49])[C:33]([NH:35][C:36]4[CH:41]=[CH:40][C:39]([S:42]([CH2:45][CH3:46])(=[O:44])=[O:43])=[C:38]([C:47]#[N:48])[CH:37]=4)=[O:34])=[CH:26][CH:25]=3)[C:21]([OH:23])=[O:22])=[CH:16][CH:17]=2)[CH:12]=[CH:11][N:10]=1)=[O:7])([CH3:4])([CH3:3])[CH3:2]. The catalyst is CO.[Ni]. The product is [NH2:48][CH2:47][C:38]1[CH:37]=[C:36]([NH:35][C:33](=[O:34])[N:32]([CH2:31][CH2:30][C:27]2[CH:28]=[CH:29][C:24]([CH:20]([NH:19][C:15]3[CH:14]=[C:13]4[C:18](=[CH:17][CH:16]=3)[C:9]([N:8]([C:6]([O:5][C:1]([CH3:4])([CH3:3])[CH3:2])=[O:7])[C:50]([O:52][C:53]([CH3:54])([CH3:55])[CH3:56])=[O:51])=[N:10][CH:11]=[CH:12]4)[C:21]([OH:23])=[O:22])=[CH:25][CH:26]=2)[CH3:49])[CH:41]=[CH:40][C:39]=1[S:42]([CH2:45][CH3:46])(=[O:44])=[O:43]. The yield is 0.730. (2) The reactants are C(N(CC)CC)C.Cl.CN(C)C.[CH3:13][C:14]1[CH:19]=[CH:18][C:17]([S:20](Cl)(=[O:22])=[O:21])=[CH:16][CH:15]=1.[Cl:24][C:25]1[CH:26]=[C:27]([C:37]([C:39]2[CH:44]=[CH:43][C:42]([Cl:45])=[C:41]([O:46][CH3:47])[N:40]=2)=[O:38])[CH:28]=[CH:29][C:30]=1[O:31][CH2:32][CH2:33][CH2:34][CH2:35][OH:36]. The catalyst is C(Cl)(Cl)Cl.O. The product is [CH3:13][C:14]1[CH:19]=[CH:18][C:17]([S:20]([O:36][CH2:35][CH2:34][CH2:33][CH2:32][O:31][C:30]2[CH:29]=[CH:28][C:27]([C:37]([C:39]3[CH:44]=[CH:43][C:42]([Cl:45])=[C:41]([O:46][CH3:47])[N:40]=3)=[O:38])=[CH:26][C:25]=2[Cl:24])(=[O:22])=[O:21])=[CH:16][CH:15]=1. The yield is 0.700.